This data is from NCI-60 drug combinations with 297,098 pairs across 59 cell lines. The task is: Regression. Given two drug SMILES strings and cell line genomic features, predict the synergy score measuring deviation from expected non-interaction effect. (1) Drug 1: CC12CCC3C(C1CCC2NC(=O)OCC(F)(F)F)CCC4C3(C=CC(=O)N4C)C. Drug 2: CN1C=C(C=N1)C2=C3N=C(C(=C(N3N=C2)N)Br)C4CCCNC4. Cell line: NCIH23. Synergy scores: CSS=57.6, Synergy_ZIP=2.37, Synergy_Bliss=-1.77, Synergy_Loewe=-1.61, Synergy_HSA=0.349. (2) Drug 1: C1CCC(C1)C(CC#N)N2C=C(C=N2)C3=C4C=CNC4=NC=N3. Drug 2: C1C(C(OC1N2C=C(C(=O)NC2=O)F)CO)O. Cell line: NCI-H226. Synergy scores: CSS=8.68, Synergy_ZIP=-2.74, Synergy_Bliss=-1.64, Synergy_Loewe=-2.29, Synergy_HSA=-2.16. (3) Drug 1: CS(=O)(=O)CCNCC1=CC=C(O1)C2=CC3=C(C=C2)N=CN=C3NC4=CC(=C(C=C4)OCC5=CC(=CC=C5)F)Cl. Drug 2: C1CNP(=O)(OC1)N(CCCl)CCCl. Cell line: UACC-257. Synergy scores: CSS=0.901, Synergy_ZIP=0.716, Synergy_Bliss=1.39, Synergy_Loewe=-0.367, Synergy_HSA=0.00421. (4) Drug 1: CCC1(CC2CC(C3=C(CCN(C2)C1)C4=CC=CC=C4N3)(C5=C(C=C6C(=C5)C78CCN9C7C(C=CC9)(C(C(C8N6C)(C(=O)OC)O)OC(=O)C)CC)OC)C(=O)OC)O.OS(=O)(=O)O. Drug 2: C1CC(=O)NC(=O)C1N2C(=O)C3=CC=CC=C3C2=O. Cell line: UO-31. Synergy scores: CSS=0.204, Synergy_ZIP=1.19, Synergy_Bliss=0.935, Synergy_Loewe=-1.73, Synergy_HSA=-0.433.